The task is: Predict the product of the given reaction.. This data is from Forward reaction prediction with 1.9M reactions from USPTO patents (1976-2016). Given the reactants [CH2:1]([O:8][C:9]([NH:11][C:12]1[CH:20]=[CH:19][C:18]([OH:21])=[CH:17][C:13]=1[C:14]([OH:16])=O)=[O:10])[C:2]1[CH:7]=[CH:6][CH:5]=[CH:4][CH:3]=1.Cl.[CH3:23][NH:24][O:25][CH3:26].C(N(CC)CC)C.Cl.C(N=C=NCCCN(C)C)C.[Si:46](Cl)([C:49]([CH3:52])([CH3:51])[CH3:50])([CH3:48])[CH3:47].N1C=CN=C1, predict the reaction product. The product is: [Si:46]([O:21][C:18]1[CH:19]=[CH:20][C:12]([NH:11][C:9](=[O:10])[O:8][CH2:1][C:2]2[CH:3]=[CH:4][CH:5]=[CH:6][CH:7]=2)=[C:13]([C:14]([N:24]([O:25][CH3:26])[CH3:23])=[O:16])[CH:17]=1)([C:49]([CH3:52])([CH3:51])[CH3:50])([CH3:48])[CH3:47].